Dataset: Reaction yield outcomes from USPTO patents with 853,638 reactions. Task: Predict the reaction yield, written as a fraction of the theoretical maximum amount of product (1.0 means a 100% yield; for example, 0.34 means a 34% yield). (1) The reactants are [F:1][C:2]1[C:7]([NH2:8])=[C:6]([N+:9]([O-])=O)[CH:5]=[C:4]([F:12])[C:3]=1[NH:13][CH2:14][C:15]1[CH:20]=[CH:19][C:18]([F:21])=[CH:17][CH:16]=1.[Cl-].[NH4+].CCN(C(C)C)C(C)C.Cl[C:34]([O:36][CH2:37][CH3:38])=[O:35]. The catalyst is CO.[Zn]. The product is [NH2:8][C:7]1[C:2]([F:1])=[C:3]([NH:13][CH2:14][C:15]2[CH:20]=[CH:19][C:18]([F:21])=[CH:17][CH:16]=2)[C:4]([F:12])=[CH:5][C:6]=1[NH:9][C:34](=[O:35])[O:36][CH2:37][CH3:38]. The yield is 0.210. (2) The reactants are [C:1]([O:5][C:6]([N:8]1[CH2:13][CH2:12][CH:11]([CH:14]([C:16]([O:18]C)=[O:17])[CH3:15])[CH2:10][CH2:9]1)=[O:7])([CH3:4])([CH3:3])[CH3:2].[Li+].[OH-]. The catalyst is O.C1COCC1. The product is [C:1]([O:5][C:6]([N:8]1[CH2:13][CH2:12][CH:11]([CH:14]([C:16]([OH:18])=[O:17])[CH3:15])[CH2:10][CH2:9]1)=[O:7])([CH3:2])([CH3:3])[CH3:4]. The yield is 0.730. (3) The reactants are [CH3:1][C:2]1[C:6]([C:7]([OH:9])=[O:8])=[CH:5][NH:4][N:3]=1.S(Cl)(Cl)=O.[CH3:14]O. No catalyst specified. The product is [CH3:1][C:2]1[C:6]([C:7]([O:9][CH3:14])=[O:8])=[CH:5][NH:4][N:3]=1. The yield is 0.570. (4) The reactants are C(N(CC)CC)C.C([Mg]Cl)(C)C.Br[C:14]1[C:15]([O:22][CH3:23])=[N:16][CH:17]=[C:18]([Cl:21])[C:19]=1[CH3:20].ClC1C(C)=C([Mg]Cl)C(OC)=NC=1.[CH3:36][O:37][C:38]1[C:45]([O:46][CH3:47])=[C:44]([O:48][CH3:49])[CH:43]=[C:42]([CH3:50])[C:39]=1[CH:40]=[O:41]. The catalyst is O1CCCC1.O. The product is [CH3:36][O:37][C:38]1[C:45]([O:46][CH3:47])=[C:44]([O:48][CH3:49])[CH:43]=[C:42]([CH3:50])[C:39]=1[CH:40]([C:14]1[C:15]([O:22][CH3:23])=[N:16][CH:17]=[C:18]([Cl:21])[C:19]=1[CH3:20])[OH:41]. The yield is 0.700. (5) The reactants are C([O:3][C:4](=O)[CH:5]([C:18]1[CH:23]=[CH:22][C:21]([O:24][CH3:25])=[CH:20][CH:19]=1)[C:6]([C:8]1[CH:13]=[CH:12][C:11]([S:14]([CH3:17])(=[O:16])=[O:15])=[CH:10][CH:9]=1)=O)C.[CH3:27][NH:28][NH:29][CH3:30]. The catalyst is C1(C)C=CC=CC=1.O. The product is [CH3:17][S:14]([C:11]1[CH:12]=[CH:13][C:8]([C:6]2[N:29]([CH3:30])[N:28]([CH3:27])[C:4](=[O:3])[C:5]=2[C:18]2[CH:23]=[CH:22][C:21]([O:24][CH3:25])=[CH:20][CH:19]=2)=[CH:9][CH:10]=1)(=[O:16])=[O:15]. The yield is 0.530. (6) The reactants are [C:1]1([C:7]#[C:8][C:9]2[N:14]=[C:13]([C:15]([NH:17][C:18]3[NH:22][C:21]4[CH:23]=[CH:24][CH:25]=[C:26]([C:27](O)=[O:28])[C:20]=4[N:19]=3)=[O:16])[CH:12]=[CH:11][CH:10]=2)[CH:6]=[CH:5][CH:4]=[CH:3][CH:2]=1.CN(C(ON1N=NC2C=CC=CC1=2)=[N+](C)C)C.F[P-](F)(F)(F)(F)F.CCN(C(C)C)C(C)C.Cl.[CH3:64][S:65]([C:68]1[CH:75]=[CH:74][C:71]([CH2:72][NH2:73])=[CH:70][CH:69]=1)(=[O:67])=[O:66]. The catalyst is CN(C=O)C. The product is [CH3:64][S:65]([C:68]1[CH:75]=[CH:74][C:71]([CH2:72][NH:73][C:27]([C:26]2[C:20]3[N:19]=[C:18]([NH:17][C:15]([C:13]4[CH:12]=[CH:11][CH:10]=[C:9]([C:8]#[C:7][C:1]5[CH:6]=[CH:5][CH:4]=[CH:3][CH:2]=5)[N:14]=4)=[O:16])[NH:22][C:21]=3[CH:23]=[CH:24][CH:25]=2)=[O:28])=[CH:70][CH:69]=1)(=[O:66])=[O:67]. The yield is 0.480. (7) The reactants are C(O[C:6](=O)[N:7]([C:9]1[CH:10]=[N:11][C:12]([Cl:16])=[CH:13][C:14]=1[I:15])C)(C)(C)C.FC(F)(F)C(O)=O. The catalyst is ClCCl. The product is [Cl:16][C:12]1[N:11]=[CH:10][C:9]([NH:7][CH3:6])=[C:14]([I:15])[CH:13]=1. The yield is 0.870. (8) The reactants are Cl[C:2]1[C:7]([C:8]2[CH:9]=[CH:10][C:11]3[N:12]([C:14]([C:17]#[N:18])=[CH:15][N:16]=3)[CH:13]=2)=[CH:6][CH:5]=[CH:4][N:3]=1.[Br-].[CH3:20][C:21]1[N:26]=[C:25]([Zn+])[CH:24]=[CH:23][CH:22]=1. The catalyst is COC1C=CC=C(OC)C=1C1C(P(C2CCCCC2)C2CCCCC2)=CC=CC=1.C1C=[C-]C(C2C(N)=CC=CC=2)=CC=1.Cl[Pd+].C1COCC1. The product is [CH3:20][C:21]1[N:26]=[C:25]([C:2]2[C:7]([C:8]3[CH:9]=[CH:10][C:11]4[N:12]([C:14]([C:17]#[N:18])=[CH:15][N:16]=4)[CH:13]=3)=[CH:6][CH:5]=[CH:4][N:3]=2)[CH:24]=[CH:23][CH:22]=1. The yield is 0.310.